From a dataset of Full USPTO retrosynthesis dataset with 1.9M reactions from patents (1976-2016). Predict the reactants needed to synthesize the given product. The reactants are: [C:1]([C:6]1[N:10]2[C:11]([CH3:15])=[CH:12][CH:13]=[CH:14][C:9]2=[N:8][CH:7]=1)([O:3][CH2:4][CH3:5])=[O:2].[Cl:16]N1C(=O)CCC1=O.FC(F)(F)C(O)=O.C(OCC)(=O)C. Given the product [C:1]([C:6]1[N:10]2[C:11]([CH2:15][Cl:16])=[CH:12][CH:13]=[CH:14][C:9]2=[N:8][CH:7]=1)([O:3][CH2:4][CH3:5])=[O:2], predict the reactants needed to synthesize it.